Dataset: Full USPTO retrosynthesis dataset with 1.9M reactions from patents (1976-2016). Task: Predict the reactants needed to synthesize the given product. (1) Given the product [Br:1][C:2]1[C:10]2[N:9]([CH2:14][CH3:15])[CH:8]=[CH:7][C:6]=2[C:5]([C:11]#[N:12])=[CH:4][CH:3]=1, predict the reactants needed to synthesize it. The reactants are: [Br:1][C:2]1[C:10]2[NH:9][CH:8]=[CH:7][C:6]=2[C:5]([C:11]#[N:12])=[CH:4][CH:3]=1.Br[CH2:14][CH3:15].[OH-].[K+].O. (2) Given the product [Cl:31][C:32]1[CH:37]=[C:36]([C:2]2[C:11]3[C:6](=[CH:7][C:8]([S:12]([N:15]([CH2:21][C:22]4[CH:23]=[CH:24][C:25]([O:28][CH3:29])=[CH:26][CH:27]=4)[C:16]4[S:17][CH:18]=[N:19][N:20]=4)(=[O:14])=[O:13])=[CH:9][CH:10]=3)[C:5](=[O:30])[NH:4][N:3]=2)[C:35]([O:41][CH3:42])=[CH:34][C:33]=1[C:43]1[CH:48]=[CH:47][CH:46]=[C:45]([F:49])[CH:44]=1, predict the reactants needed to synthesize it. The reactants are: Cl[C:2]1[C:11]2[C:6](=[CH:7][C:8]([S:12]([N:15]([CH2:21][C:22]3[CH:27]=[CH:26][C:25]([O:28][CH3:29])=[CH:24][CH:23]=3)[C:16]3[S:17][CH:18]=[N:19][N:20]=3)(=[O:14])=[O:13])=[CH:9][CH:10]=2)[C:5](=[O:30])[NH:4][N:3]=1.[Cl:31][C:32]1[CH:37]=[C:36](B(O)O)[C:35]([O:41][CH3:42])=[CH:34][C:33]=1[C:43]1[CH:48]=[CH:47][CH:46]=[C:45]([F:49])[CH:44]=1.C1(P(C2CCCCC2)C2C=CC=CC=2C2C(OC)=CC=CC=2OC)CCCCC1.P([O-])([O-])([O-])=O.[K+].[K+].[K+]. (3) Given the product [CH3:3][N:4]1[C:8](/[CH:9]=[CH:19]/[C:18]([O:17][CH2:21][CH3:20])=[O:12])=[CH:7][CH:6]=[N:5]1, predict the reactants needed to synthesize it. The reactants are: [H-].[Na+].[CH3:3][N:4]1[C:8]([CH:9]=O)=[CH:7][CH:6]=[N:5]1.S([O-])(O)(=O)=[O:12].[K+].[O:17]1[CH2:21][CH2:20][CH2:19][CH2:18]1. (4) Given the product [I-:18].[C:16]([C:14]1[CH:13]=[CH:12][C:11]2[N:7]([C:1]3[CH:6]=[CH:5][CH:4]=[CH:3][CH:2]=3)[CH:8]=[N+:9]([CH3:19])[C:10]=2[CH:15]=1)#[N:17], predict the reactants needed to synthesize it. The reactants are: [C:1]1([N:7]2[C:11]3[CH:12]=[CH:13][C:14]([C:16]#[N:17])=[CH:15][C:10]=3[N:9]=[CH:8]2)[CH:6]=[CH:5][CH:4]=[CH:3][CH:2]=1.[I:18][CH3:19]. (5) Given the product [CH:1]1([CH2:4][O:5][C:6]2[CH:11]=[CH:10][C:9]([CH3:12])=[CH:8][C:7]=2[C:13]2[C:14]3[N:21]([CH2:22][O:23][CH2:24][CH2:25][Si:26]([CH3:29])([CH3:28])[CH3:27])[C:20]([CH3:30])=[C:19]([C:31]([NH:34][CH:35]4[CH2:36][CH2:37][N:38]([C:41]([O:43][C:44]([CH3:47])([CH3:46])[CH3:45])=[O:42])[CH2:39][CH2:40]4)=[O:32])[C:15]=3[N:16]=[CH:17][N:18]=2)[CH2:2][CH2:3]1, predict the reactants needed to synthesize it. The reactants are: [CH:1]1([CH2:4][O:5][C:6]2[CH:11]=[CH:10][C:9]([CH3:12])=[CH:8][C:7]=2[C:13]2[C:14]3[N:21]([CH2:22][O:23][CH2:24][CH2:25][Si:26]([CH3:29])([CH3:28])[CH3:27])[C:20]([CH3:30])=[C:19]([C:31](O)=[O:32])[C:15]=3[N:16]=[CH:17][N:18]=2)[CH2:3][CH2:2]1.[NH2:34][CH:35]1[CH2:40][CH2:39][N:38]([C:41]([O:43][C:44]([CH3:47])([CH3:46])[CH3:45])=[O:42])[CH2:37][CH2:36]1. (6) Given the product [Cl:1][C:2]1[CH:10]=[C:9]2[C:5]([CH:6]=[C:7]([C:11]([NH:13][CH:14]([C:19]3[CH:24]=[CH:23][CH:22]=[C:21]([C:25]([F:26])([F:28])[F:27])[CH:20]=3)[C:15]([F:16])([F:18])[F:17])=[O:12])[N:8]2[CH2:41][C:40]#[CH:39])=[CH:4][C:3]=1[C:29]([NH:31][C:32]1([C:35]#[N:36])[CH2:34][CH2:33]1)=[O:30], predict the reactants needed to synthesize it. The reactants are: [Cl:1][C:2]1[CH:10]=[C:9]2[C:5]([CH:6]=[C:7]([C:11]([NH:13][CH:14]([C:19]3[CH:24]=[CH:23][CH:22]=[C:21]([C:25]([F:28])([F:27])[F:26])[CH:20]=3)[C:15]([F:18])([F:17])[F:16])=[O:12])[NH:8]2)=[CH:4][C:3]=1[C:29]([NH:31][C:32]1([C:35]#[N:36])[CH2:34][CH2:33]1)=[O:30].[H-].[Na+].[CH2:39](Br)[C:40]#[CH:41].O. (7) Given the product [CH:1]1([CH2:6][C@@H:7]([C:19]([NH:21][NH:22][C:23]2[C:28]([F:29])=[C:27]([NH:30][CH2:31][C:32]3[S:33][CH:34]=[CH:35][N:36]=3)[N:26]=[C:25]([CH3:37])[N:24]=2)=[O:20])[CH2:8][N:9]([OH:12])[CH:10]=[O:11])[CH2:5][CH2:4][CH2:3][CH2:2]1, predict the reactants needed to synthesize it. The reactants are: [CH:1]1([CH2:6][C@@H:7]([C:19]([NH:21][NH:22][C:23]2[C:28]([F:29])=[C:27]([NH:30][CH2:31][C:32]3[S:33][CH:34]=[CH:35][N:36]=3)[N:26]=[C:25]([CH3:37])[N:24]=2)=[O:20])[CH2:8][N:9]([O:12]C2CCCCO2)[CH:10]=[O:11])[CH2:5][CH2:4][CH2:3][CH2:2]1.CC(O)=O. (8) Given the product [CH3:1][O:2][C:3]1[CH:9]=[CH:8][C:6]([NH:7][C:27]([C:26]2[CH:25]=[C:24]([Cl:30])[N:23]=[N:22][C:21]=2[Cl:20])=[O:28])=[C:5]([N+:10]([O-:12])=[O:11])[CH:4]=1, predict the reactants needed to synthesize it. The reactants are: [CH3:1][O:2][C:3]1[CH:9]=[CH:8][C:6]([NH2:7])=[C:5]([N+:10]([O-:12])=[O:11])[CH:4]=1.C(N(CC)CC)C.[Cl:20][C:21]1[N:22]=[N:23][C:24]([Cl:30])=[CH:25][C:26]=1[C:27](Cl)=[O:28].ClCCl.C(OCC)(=O)C. (9) Given the product [Br:5][C:6]1[CH:27]=[CH:26][C:9]2[C:10]([NH:19][CH:20]([CH3:25])[C:21]([CH3:22])([CH3:23])[CH3:24])=[N:11][C:12]3[C:13]([N+:1]([O-:4])=[O:2])=[CH:14][NH:15][C:16](=[O:18])[C:17]=3[C:8]=2[CH:7]=1, predict the reactants needed to synthesize it. The reactants are: [N+:1]([O-:4])(O)=[O:2].[Br:5][C:6]1[CH:27]=[CH:26][C:9]2[C:10]([NH:19][CH:20]([CH3:25])[C:21]([CH3:24])([CH3:23])[CH3:22])=[N:11][C:12]3[CH:13]=[CH:14][NH:15][C:16](=[O:18])[C:17]=3[C:8]=2[CH:7]=1. (10) Given the product [NH2:9][C@H:10]1[C@H:15]([C:16]([O:18][CH2:19][CH3:20])=[O:17])[CH2:14][CH2:13][N:12]([C:21]([O:23][C:24]([CH3:25])([CH3:27])[CH3:26])=[O:22])[CH2:11]1, predict the reactants needed to synthesize it. The reactants are: C1([C@@H]([NH:9][C@H:10]2[C@H:15]([C:16]([O:18][CH2:19][CH3:20])=[O:17])[CH2:14][CH2:13][N:12]([C:21]([O:23][C:24]([CH3:27])([CH3:26])[CH3:25])=[O:22])[CH2:11]2)C)C=CC=CC=1.